From a dataset of Full USPTO retrosynthesis dataset with 1.9M reactions from patents (1976-2016). Predict the reactants needed to synthesize the given product. (1) Given the product [CH2:1]([C:3]1[N:7]([C:8]2[N:16]=[C:15]3[C:11]([N:12]=[C:13]([CH2:18][N:37]4[CH2:38][CH:35]([N:33]5[CH2:34][CH:31]([F:30])[CH2:32]5)[CH2:36]4)[N:14]3[CH3:17])=[C:10]([N:20]3[CH2:21][CH2:22][O:23][CH2:24][CH2:25]3)[N:9]=2)[C:6]2[CH:26]=[CH:27][CH:28]=[CH:29][C:5]=2[N:4]=1)[CH3:2], predict the reactants needed to synthesize it. The reactants are: [CH2:1]([C:3]1[N:7]([C:8]2[N:16]=[C:15]3[C:11]([N:12]=[C:13]([CH:18]=O)[N:14]3[CH3:17])=[C:10]([N:20]3[CH2:25][CH2:24][O:23][CH2:22][CH2:21]3)[N:9]=2)[C:6]2[CH:26]=[CH:27][CH:28]=[CH:29][C:5]=2[N:4]=1)[CH3:2].[F:30][CH:31]1[CH2:34][N:33]([CH:35]2[CH2:38][NH:37][CH2:36]2)[CH2:32]1.COC(OC)OC.C(O)(=O)C.C(O[BH-](OC(=O)C)OC(=O)C)(=O)C.[Na+]. (2) Given the product [Cl:1][C:2]1[CH:3]=[C:4]([N:10]2[C@@H:18]([C:19]3[CH:24]=[CH:23][C:22]([F:25])=[CH:21][CH:20]=3)[C@@H:17]3[C:12]([C:13]4[CH:29]=[CH:28][C:27]([C:30]([NH:40][CH2:39][CH2:38][S:35]([CH3:34])(=[O:37])=[O:36])=[O:32])=[CH:26][C:14]=4[CH2:15][CH2:16]3)=[N:11]2)[CH:5]=[CH:6][C:7]=1[C:8]#[N:9], predict the reactants needed to synthesize it. The reactants are: [Cl:1][C:2]1[CH:3]=[C:4]([N:10]2[C@@H:18]([C:19]3[CH:24]=[CH:23][C:22]([F:25])=[CH:21][CH:20]=3)[C@@H:17]3[C:12]([C:13]4[CH:29]=[CH:28][C:27]([C:30]([OH:32])=O)=[CH:26][C:14]=4[CH2:15][CH2:16]3)=[N:11]2)[CH:5]=[CH:6][C:7]=1[C:8]#[N:9].Cl.[CH3:34][S:35]([CH2:38][CH2:39][NH2:40])(=[O:37])=[O:36]. (3) Given the product [Br:8][C:9]1[C:10](=[O:42])[N:11]([CH2:26][C:27]2[CH:32]=[N:31][C:30]([C:33]([N:35]3[CH2:36][CH2:37][N:38]([CH3:41])[CH2:39][CH2:40]3)=[O:34])=[CH:29][N:28]=2)[C:12]([CH3:25])=[CH:13][C:14]=1[O:15][CH2:16][C:17]1[CH:22]=[CH:21][C:20]([F:23])=[CH:19][C:18]=1[F:24], predict the reactants needed to synthesize it. The reactants are: FC(F)(F)C(O)=O.[Br:8][C:9]1[C:10](=[O:42])[N:11]([CH2:26][C:27]2[CH:32]=[N:31][C:30]([C:33]([N:35]3[CH2:40][CH2:39][N:38]([CH3:41])[CH2:37][CH2:36]3)=[O:34])=[CH:29][N:28]=2)[C:12]([CH3:25])=[CH:13][C:14]=1[O:15][CH2:16][C:17]1[CH:22]=[CH:21][C:20]([F:23])=[CH:19][C:18]=1[F:24]. (4) Given the product [Br:1][C:2]1[CH:3]=[CH:4][C:5]([CH:6]=[CH:7][CH2:8][OH:9])=[CH:13][CH:14]=1, predict the reactants needed to synthesize it. The reactants are: [Br:1][C:2]1[CH:14]=[CH:13][C:5](/[CH:6]=[CH:7]/[C:8](OCC)=[O:9])=[CH:4][CH:3]=1.[H-].C([Al+]CC(C)C)C(C)C.Cl. (5) Given the product [CH2:30]([S:32]([C:35]1[CH:40]=[C:39]([C:8]2[CH:9]=[C:10]([C:14]([OH:16])=[O:15])[C:11]([CH3:13])=[C:12]3[C:7]=2[C:6]2[CH:19]=[C:20]([CH3:23])[CH:21]=[N:22][C:5]=2[NH:4]3)[CH:38]=[CH:37][CH:36]=1)(=[O:33])=[O:34])[CH3:31], predict the reactants needed to synthesize it. The reactants are: C([N:4]1[C:12]2[C:7](=[C:8](Br)[CH:9]=[C:10]([C:14]([O:16]C)=[O:15])[C:11]=2[CH3:13])[C:6]2[CH:19]=[C:20]([CH3:23])[CH:21]=[N:22][C:5]1=2)(=O)C.C(=O)([O-])[O-].[Na+].[Na+].[CH2:30]([S:32]([C:35]1[CH:36]=[C:37](B(O)O)[CH:38]=[CH:39][CH:40]=1)(=[O:34])=[O:33])[CH3:31].[OH-].[Na+].Cl.